Dataset: Forward reaction prediction with 1.9M reactions from USPTO patents (1976-2016). Task: Predict the product of the given reaction. (1) Given the reactants C([O:4][C@@H:5]1[CH2:10][CH2:9][N:8]([C:11]([O:13][C:14]([CH3:17])([CH3:16])[CH3:15])=[O:12])[C@@H:7]([C:18]2[CH:23]=[CH:22][C:21]([F:24])=[CH:20][CH:19]=2)[CH2:6]1)(=O)C.C(=O)([O-])[O-].[K+].[K+], predict the reaction product. The product is: [F:24][C:21]1[CH:20]=[CH:19][C:18]([C@H:7]2[CH2:6][C@H:5]([OH:4])[CH2:10][CH2:9][N:8]2[C:11]([O:13][C:14]([CH3:17])([CH3:16])[CH3:15])=[O:12])=[CH:23][CH:22]=1. (2) Given the reactants [CH2:1]([C:4]1[CH:5]=[N:6][C:7]([N:10]2[CH2:15][CH2:14][CH:13]([O:16][C:17]3[CH:22]=[CH:21][NH:20][C:19](=[O:23])[CH:18]=3)[CH2:12][CH2:11]2)=[N:8][CH:9]=1)[CH2:2][CH3:3].[N:24]1[C:33]2[C:28](=CC=C[C:32]=2O)[CH:27]=[CH:26][CH:25]=1.[C:35](=[O:38])([O-])[O-].[K+].[K+].CS(C)=O, predict the reaction product. The product is: [OH:16][CH:13]1[CH2:12][CH2:11][N:10]([C:28]2[CH:27]=[CH:26][C:25]([N:20]3[CH:21]=[CH:22][C:17]([O:16][CH:13]4[CH2:14][CH2:15][N:10]([C:7]5[N:8]=[CH:9][C:4]([CH2:1][CH2:2][CH3:3])=[CH:5][N:6]=5)[CH2:11][CH2:12]4)=[CH:18][C:19]3=[O:23])=[N:24][C:33]=2[CH3:32])[C:35]1=[O:38]. (3) Given the reactants [Cl:1][C:2]1[CH:3]=[C:4]([C:8]2([OH:14])[CH2:13][CH2:12][NH:11][CH2:10][CH2:9]2)[CH:5]=[CH:6][CH:7]=1.Cl[C:16]1[NH:20][C:19]2[CH:21]=[C:22]([C:25]([F:28])([F:27])[F:26])[CH:23]=[CH:24][C:18]=2[N:17]=1, predict the reaction product. The product is: [Cl:1][C:2]1[CH:3]=[C:4]([C:8]2([OH:14])[CH2:13][CH2:12][N:11]([C:16]3[NH:20][C:19]4[CH:21]=[C:22]([C:25]([F:28])([F:27])[F:26])[CH:23]=[CH:24][C:18]=4[N:17]=3)[CH2:10][CH2:9]2)[CH:5]=[CH:6][CH:7]=1. (4) Given the reactants [F:1][C:2]1[CH:7]=[CH:6][C:5]([C:8]2[C:12]([CH2:13][O:14][C:15]3[CH:16]=[C:17]([C:21](O)=[O:22])[N:18]([CH3:20])[N:19]=3)=[C:11]([CH2:24][OH:25])[O:10][N:9]=2)=[CH:4][CH:3]=1.[CH3:26][C:27]1([NH2:31])[CH2:30][O:29][CH2:28]1, predict the reaction product. The product is: [CH3:26][C:27]1([NH:31][C:21]([C:17]2[N:18]([CH3:20])[N:19]=[C:15]([O:14][CH2:13][C:12]3[C:8]([C:5]4[CH:4]=[CH:3][C:2]([F:1])=[CH:7][CH:6]=4)=[N:9][O:10][C:11]=3[CH2:24][OH:25])[CH:16]=2)=[O:22])[CH2:30][O:29][CH2:28]1.